Dataset: Reaction yield outcomes from USPTO patents with 853,638 reactions. Task: Predict the reaction yield, written as a fraction of the theoretical maximum amount of product (1.0 means a 100% yield; for example, 0.34 means a 34% yield). (1) The reactants are [CH:1]1([C:4]2[CH:9]=[CH:8][N:7]=[C:6]([NH2:10])[CH:5]=2)[CH2:3][CH2:2]1.CCN(C(C)C)C(C)C.[CH3:20][C:21]1([CH3:37])[C:25]([CH3:27])([CH3:26])[O:24][B:23]([C:28]2[CH:36]=[CH:35][C:31]([C:32](O)=[O:33])=[CH:30][CH:29]=2)[O:22]1. The catalyst is C(Cl)Cl. The product is [CH:1]1([C:4]2[CH:9]=[CH:8][N:7]=[C:6]([NH:10][C:32](=[O:33])[C:31]3[CH:30]=[CH:29][C:28]([B:23]4[O:24][C:25]([CH3:26])([CH3:27])[C:21]([CH3:37])([CH3:20])[O:22]4)=[CH:36][CH:35]=3)[CH:5]=2)[CH2:3][CH2:2]1. The yield is 0.612. (2) The reactants are [Cl:1][C:2]1[CH:7]=[CH:6][C:5]([N:8]=[C:9]=[O:10])=[C:4]([O:11][C:12]2[CH:17]=[CH:16][CH:15]=[CH:14][CH:13]=2)[CH:3]=1.[CH3:18][CH:19]([CH3:42])[CH:20]([NH:25][C:26]([C:28]1[S:29][CH:30]=[C:31]([C:33]2[CH:38]=[CH:37][C:36]([N+:39]([O-])=O)=[CH:35][CH:34]=2)[N:32]=1)=[O:27])[C:21]([O:23][CH3:24])=[O:22]. No catalyst specified. The product is [Cl:1][C:2]1[CH:7]=[CH:6][C:5]([NH:8][C:9](=[O:10])[NH:39][C:36]2[CH:37]=[CH:38][C:33]([C:31]3[N:32]=[C:28]([C:26]([NH:25][CH:20]([CH:19]([CH3:42])[CH3:18])[C:21]([O:23][CH3:24])=[O:22])=[O:27])[S:29][CH:30]=3)=[CH:34][CH:35]=2)=[C:4]([O:11][C:12]2[CH:13]=[CH:14][CH:15]=[CH:16][CH:17]=2)[CH:3]=1. The yield is 0.610. (3) The reactants are [Br:1][C:2]1[CH:10]=[CH:9][C:5]([C:6]([OH:8])=O)=[CH:4][CH:3]=1.F[P-](F)(F)(F)(F)F.N1C2C=CC=C(O[P+](N3CCCC3)(N3CCCC3)N3CCCC3)C=2N=N1.[NH2:44][C:45]1[CH:50]=[CH:49][CH:48]=[CH:47][C:46]=1[NH:51][C:52](=[O:65])[C:53]1[CH:58]=[CH:57][C:56]([CH:59]2[CH2:64][CH2:63][NH:62][CH2:61][CH2:60]2)=[CH:55][CH:54]=1. The catalyst is CN(C=O)C. The product is [NH2:44][C:45]1[CH:50]=[CH:49][CH:48]=[CH:47][C:46]=1[NH:51][C:52](=[O:65])[C:53]1[CH:58]=[CH:57][C:56]([CH:59]2[CH2:64][CH2:63][N:62]([C:6](=[O:8])[C:5]3[CH:4]=[CH:3][C:2]([Br:1])=[CH:10][CH:9]=3)[CH2:61][CH2:60]2)=[CH:55][CH:54]=1. The yield is 0.180. (4) The reactants are [H-].[Al+3].[Li+].[H-].[H-].[H-].[CH2:7]([O:14][C@H:15]([CH3:28])[C@H:16]([NH:20][C:21]([O:23][C:24]([CH3:27])([CH3:26])[CH3:25])=[O:22])[C:17](O)=[O:18])[C:8]1[CH:13]=[CH:12][CH:11]=[CH:10][CH:9]=1.[OH-].[Na+].[O-]S([O-])(=O)=O.[Mg+2]. The catalyst is C(OCC)C.O. The product is [C:24]([O:23][C:21](=[O:22])[NH:20][C@@H:16]([C@H:15]([O:14][CH2:7][C:8]1[CH:9]=[CH:10][CH:11]=[CH:12][CH:13]=1)[CH3:28])[CH2:17][OH:18])([CH3:25])([CH3:26])[CH3:27]. The yield is 0.712. (5) The reactants are C([Sn](CCCC)(CCCC)/[CH:6]=[CH:7]/[CH2:8][NH:9][C:10]1[CH:27]=[CH:26][C:13]2=[N:14][N:15]([C:17]3[CH:22]=[CH:21][C:20]([N:23]([CH3:25])[CH3:24])=[CH:19][CH:18]=3)[N:16]=[C:12]2[CH:11]=1)CCC.[I:36]I.O. The catalyst is C(Cl)Cl. The product is [CH3:24][N:23]([CH3:25])[C:20]1[CH:21]=[CH:22][C:17]([N:15]2[N:14]=[C:13]3[CH:26]=[CH:27][C:10]([NH:9][CH2:8]/[CH:7]=[CH:6]/[I:36])=[CH:11][C:12]3=[N:16]2)=[CH:18][CH:19]=1. The yield is 0.380. (6) The reactants are Cl[CH2:2][C:3]1[CH:8]=[CH:7][C:6]([O:9][CH3:10])=[CH:5][CH:4]=1.[I:11][C:12]1[C:20]2[C:15](=[N:16][CH:17]=[C:18]([C:34]3[CH:39]=[CH:38][CH:37]=[CH:36][CH:35]=3)[C:19]=2[N:21]2[CH2:26][CH2:25][N:24]([C:27]([O:29][C:30]([CH3:33])([CH3:32])[CH3:31])=[O:28])[CH2:23][CH2:22]2)[NH:14][N:13]=1.C([O-])([O-])=O.[K+].[K+].CCOC(C)=O. The catalyst is CN(C=O)C.O. The product is [I:11][C:12]1[C:20]2[C:15](=[N:16][CH:17]=[C:18]([C:34]3[CH:35]=[CH:36][CH:37]=[CH:38][CH:39]=3)[C:19]=2[N:21]2[CH2:26][CH2:25][N:24]([C:27]([O:29][C:30]([CH3:33])([CH3:32])[CH3:31])=[O:28])[CH2:23][CH2:22]2)[N:14]([CH2:2][C:3]2[CH:8]=[CH:7][C:6]([O:9][CH3:10])=[CH:5][CH:4]=2)[N:13]=1. The yield is 0.690. (7) The reactants are [F:1][C:2]1[CH:7]=[C:6]([S:8]([CH3:11])(=[O:10])=[O:9])[CH:5]=[CH:4][C:3]=1[NH:12][NH2:13].C[O-].[Na+].C(O[CH:20]=[C:21]([C:24]#[N:25])[C:22]#[N:23])C. The catalyst is CO. The product is [NH2:25][C:24]1[N:12]([C:3]2[CH:4]=[CH:5][C:6]([S:8]([CH3:11])(=[O:10])=[O:9])=[CH:7][C:2]=2[F:1])[N:13]=[CH:20][C:21]=1[C:22]#[N:23]. The yield is 0.875. (8) The reactants are [CH3:1][O:2][C:3]1[CH:8]=[CH:7][C:6]([C:9]2[S:13][C:12]([C:14]([OH:16])=O)=[C:11]([NH:17][C:18]([NH:20][C:21]3[C:26]([CH3:27])=[CH:25][C:24]([CH3:28])=[CH:23][C:22]=3[CH3:29])=[O:19])[CH:10]=2)=[CH:5][CH:4]=1.CN(C(ON1N=NC2C=CC=NC1=2)=[N+](C)C)C.F[P-](F)(F)(F)(F)F.CCN(C(C)C)C(C)C.Cl.[NH:64]1[CH2:69][CH2:68][CH2:67][CH2:66][C@H:65]1[C:70]([O:72][CH3:73])=[O:71]. The catalyst is CN(C=O)C. The product is [CH3:1][O:2][C:3]1[CH:4]=[CH:5][C:6]([C:9]2[S:13][C:12]([C:14]([N:64]3[CH2:69][CH2:68][CH2:67][CH2:66][C@H:65]3[C:70]([O:72][CH3:73])=[O:71])=[O:16])=[C:11]([NH:17][C:18]([NH:20][C:21]3[C:22]([CH3:29])=[CH:23][C:24]([CH3:28])=[CH:25][C:26]=3[CH3:27])=[O:19])[CH:10]=2)=[CH:7][CH:8]=1. The yield is 0.800.